This data is from Forward reaction prediction with 1.9M reactions from USPTO patents (1976-2016). The task is: Predict the product of the given reaction. (1) Given the reactants [NH2:1][C:2]1[CH:7]=[CH:6][C:5]([CH:8]2[O:13][CH2:12][CH2:11][N:10]([C:14]([O:16][C:17]([CH3:20])([CH3:19])[CH3:18])=[O:15])[CH2:9]2)=[CH:4][C:3]=1[Br:21].ClC(Cl)(OC(=O)OC(Cl)(Cl)Cl)Cl.[C:34](=[O:37])([O-])[O-].[Na+].[Na+].[Cl:40][C:41]1[N:46]=[CH:45][C:44]([NH2:47])=[CH:43][CH:42]=1, predict the reaction product. The product is: [C:17]([O:16][C:14]([N:10]1[CH2:11][CH2:12][O:13][CH:8]([C:5]2[CH:6]=[CH:7][C:2]([NH:1][C:34]([NH:47][C:44]3[CH:45]=[N:46][C:41]([Cl:40])=[CH:42][CH:43]=3)=[O:37])=[C:3]([Br:21])[CH:4]=2)[CH2:9]1)=[O:15])([CH3:18])([CH3:20])[CH3:19]. (2) Given the reactants C(C([CH:10]1[CH2:14][C:13]2[CH:15]=[CH:16][CH:17]=[C:18]([C:19]3[CH:24]=[CH:23][C:22]([Cl:25])=[CH:21][C:20]=3[CH3:26])[C:12]=2[O:11]1)N)C1C=CC=CC=1.C(N(C(C)C)CC)(C)C.ClC(OCC1C=CC=CC=1)=O.[CH2:47]([O:54][C:55](=[O:72])[NH:56]CC1CC2C=CC=C(C3CCCC3)C=2O1)[C:48]1[CH:53]=[CH:52][CH:51]=[CH:50][CH:49]=1, predict the reaction product. The product is: [CH2:47]([O:54][C:55](=[O:72])[NH:56][CH:10]1[CH2:14][C:13]2[CH:15]=[CH:16][CH:17]=[C:18]([C:19]3[CH:24]=[CH:23][C:22]([Cl:25])=[CH:21][C:20]=3[CH3:26])[C:12]=2[O:11]1)[C:48]1[CH:53]=[CH:52][CH:51]=[CH:50][CH:49]=1.